Dataset: CYP1A2 inhibition data for predicting drug metabolism from PubChem BioAssay. Task: Regression/Classification. Given a drug SMILES string, predict its absorption, distribution, metabolism, or excretion properties. Task type varies by dataset: regression for continuous measurements (e.g., permeability, clearance, half-life) or binary classification for categorical outcomes (e.g., BBB penetration, CYP inhibition). Dataset: cyp1a2_veith. (1) The molecule is COC(=O)c1[nH]c2cc(C)ccc2c1NC(=O)CN1CCCc2ccccc21. The result is 1 (inhibitor). (2) The drug is C[N+](C)(C)[C@H](Cc1c[nH]c(=S)[nH]1)C(=O)O. The result is 0 (non-inhibitor).